From a dataset of NCI-60 drug combinations with 297,098 pairs across 59 cell lines. Regression. Given two drug SMILES strings and cell line genomic features, predict the synergy score measuring deviation from expected non-interaction effect. (1) Drug 1: CC(CN1CC(=O)NC(=O)C1)N2CC(=O)NC(=O)C2. Drug 2: C1=CC=C(C(=C1)C(C2=CC=C(C=C2)Cl)C(Cl)Cl)Cl. Cell line: UACC-257. Synergy scores: CSS=8.96, Synergy_ZIP=-1.27, Synergy_Bliss=-0.0872, Synergy_Loewe=-0.472, Synergy_HSA=-0.731. (2) Drug 1: CC12CCC3C(C1CCC2O)C(CC4=C3C=CC(=C4)O)CCCCCCCCCS(=O)CCCC(C(F)(F)F)(F)F. Drug 2: C(CN)CNCCSP(=O)(O)O. Cell line: HL-60(TB). Synergy scores: CSS=-6.93, Synergy_ZIP=5.82, Synergy_Bliss=5.69, Synergy_Loewe=-2.87, Synergy_HSA=-2.87. (3) Drug 1: C(CCl)NC(=O)N(CCCl)N=O. Drug 2: C(CN)CNCCSP(=O)(O)O. Cell line: U251. Synergy scores: CSS=12.3, Synergy_ZIP=-4.53, Synergy_Bliss=1.39, Synergy_Loewe=-19.0, Synergy_HSA=-0.437. (4) Drug 1: C1CCC(C1)C(CC#N)N2C=C(C=N2)C3=C4C=CNC4=NC=N3. Drug 2: CC(CN1CC(=O)NC(=O)C1)N2CC(=O)NC(=O)C2. Cell line: HCT116. Synergy scores: CSS=32.0, Synergy_ZIP=3.40, Synergy_Bliss=2.83, Synergy_Loewe=-0.280, Synergy_HSA=1.67. (5) Drug 1: C(CCl)NC(=O)N(CCCl)N=O. Drug 2: COCCOC1=C(C=C2C(=C1)C(=NC=N2)NC3=CC=CC(=C3)C#C)OCCOC.Cl. Cell line: UO-31. Synergy scores: CSS=13.4, Synergy_ZIP=1.09, Synergy_Bliss=2.05, Synergy_Loewe=-13.2, Synergy_HSA=-5.73. (6) Drug 1: CCC(=C(C1=CC=CC=C1)C2=CC=C(C=C2)OCCN(C)C)C3=CC=CC=C3.C(C(=O)O)C(CC(=O)O)(C(=O)O)O. Drug 2: C1=NNC2=C1C(=O)NC=N2. Cell line: SF-295. Synergy scores: CSS=0.677, Synergy_ZIP=5.26, Synergy_Bliss=-3.60, Synergy_Loewe=-1.74, Synergy_HSA=-5.81. (7) Drug 1: C(CCl)NC(=O)N(CCCl)N=O. Drug 2: CC1C(C(CC(O1)OC2CC(CC3=C2C(=C4C(=C3O)C(=O)C5=C(C4=O)C(=CC=C5)OC)O)(C(=O)CO)O)N)O.Cl. Cell line: NCI-H460. Synergy scores: CSS=49.6, Synergy_ZIP=-1.97, Synergy_Bliss=-3.07, Synergy_Loewe=-6.68, Synergy_HSA=-0.450.